Dataset: Reaction yield outcomes from USPTO patents with 853,638 reactions. Task: Predict the reaction yield, written as a fraction of the theoretical maximum amount of product (1.0 means a 100% yield; for example, 0.34 means a 34% yield). The reactants are [I:1][C:2]1[C:3]([S:11][C:12]2[NH:13][C:14]3[C:19]([N:20]=2)=[C:18]([NH2:21])[N:17]=[CH:16][N:15]=3)=[CH:4][C:5]2[O:9][CH2:8][O:7][C:6]=2[CH:10]=1.O.[CH2:23](OS(C1C=CC(C)=CC=1)(=O)=O)[CH2:24][CH2:25][CH3:26].C([O-])([O-])=O.[Cs+].[Cs+]. The catalyst is CN(C=O)C. The product is [CH2:23]([N:13]1[C:12]([S:11][C:3]2[C:2]([I:1])=[CH:10][C:6]3[O:7][CH2:8][O:9][C:5]=3[CH:4]=2)=[N:20][C:19]2[C:14]1=[N:15][CH:16]=[N:17][C:18]=2[NH2:21])[CH2:24][CH2:25][CH3:26]. The yield is 0.490.